This data is from Full USPTO retrosynthesis dataset with 1.9M reactions from patents (1976-2016). The task is: Predict the reactants needed to synthesize the given product. Given the product [F:41][C:42]1[CH:47]=[CH:46][C:45]([C:21]2[C:22]3[CH2:33][CH2:32][NH:31][CH2:30][C:23]=3[N:24]=[C:25]([CH3:1])[N:26]=2)=[CH:44][CH:43]=1, predict the reactants needed to synthesize it. The reactants are: [CH3:1]N(C)C1N=C(C2C=CC=CC=2)C2CCNCC=2N=1.Cl[C:21]1[C:22]2[CH2:33][CH2:32][N:31](C(OC(C)(C)C)=O)[CH2:30][C:23]=2[N:24]=[C:25](N(C)C)[N:26]=1.[F:41][C:42]1[CH:47]=[CH:46][C:45](B(O)O)=[CH:44][CH:43]=1.C1(B(O)O)C=CC=CC=1.